This data is from Reaction yield outcomes from USPTO patents with 853,638 reactions. The task is: Predict the reaction yield, written as a fraction of the theoretical maximum amount of product (1.0 means a 100% yield; for example, 0.34 means a 34% yield). (1) The yield is 0.550. The product is [O:8]([CH2:16][CH2:17][NH:7][CH2:6][CH2:5][O:4][CH3:3])[Si:9]([C:12]([CH3:15])([CH3:14])[CH3:13])([CH3:11])[CH3:10]. The reactants are [I-].[Na+].[CH3:3][O:4][CH2:5][CH2:6][NH2:7].[O:8]([CH2:16][CH2:17]Br)[Si:9]([C:12]([CH3:15])([CH3:14])[CH3:13])([CH3:11])[CH3:10]. The catalyst is C(O)C. (2) The reactants are [NH2:1][C:2]1[C:3]([F:12])=[C:4]([CH:9]=[CH:10][CH:11]=1)[C:5]([O:7][CH3:8])=[O:6].N1C=CC=CC=1.[F:19][C:20]1[CH:25]=[CH:24][CH:23]=[C:22]([F:26])[C:21]=1[S:27](Cl)(=[O:29])=[O:28]. The catalyst is C(Cl)Cl. The product is [F:19][C:20]1[CH:25]=[CH:24][CH:23]=[C:22]([F:26])[C:21]=1[S:27]([NH:1][C:2]1[C:3]([F:12])=[C:4]([CH:9]=[CH:10][CH:11]=1)[C:5]([O:7][CH3:8])=[O:6])(=[O:29])=[O:28]. The yield is 0.870. (3) The reactants are Cl[C:2]1[N:7]=[CH:6][N:5]=[C:4]([NH:8][CH2:9][CH:10]([C:12]2[CH:17]=[CH:16][CH:15]=[CH:14][C:13]=2[O:18][CH3:19])[CH3:11])[CH:3]=1.[CH3:20][N:21]1[CH2:26][CH2:25][N:24]([C:27]2[CH:32]=[CH:31][C:30](B3OC(C)(C)C(C)(C)O3)=[CH:29][N:28]=2)[CH2:23][CH2:22]1.C1(P(C2CCCCC2)C2C=CC=CC=2C2C(OC)=C(S(O[Na])(=O)=O)C=CC=2OC)CCCCC1.C([O-])([O-])=O.[Na+].[Na+]. The catalyst is CC(O)C.CC([O-])=O.CC([O-])=O.[Pd+2]. The product is [CH3:19][O:18][C:13]1[CH:14]=[CH:15][CH:16]=[CH:17][C:12]=1[CH:10]([CH3:11])[CH2:9][NH:8][C:4]1[CH:3]=[C:2]([C:30]2[CH:29]=[N:28][C:27]([N:24]3[CH2:23][CH2:22][N:21]([CH3:20])[CH2:26][CH2:25]3)=[CH:32][CH:31]=2)[N:7]=[CH:6][N:5]=1. The yield is 0.420. (4) The reactants are FC(F)(F)C(O)=O.C(OC([N:15]1[CH2:20][CH2:19][C:18]([C:29]#[N:30])([CH2:21][C:22]2[CH:27]=[CH:26][C:25]([F:28])=[CH:24][CH:23]=2)[CH2:17][CH2:16]1)=O)(C)(C)C. The catalyst is C(Cl)Cl. The product is [F:28][C:25]1[CH:26]=[CH:27][C:22]([CH2:21][C:18]2([C:29]#[N:30])[CH2:19][CH2:20][NH:15][CH2:16][CH2:17]2)=[CH:23][CH:24]=1. The yield is 0.976. (5) The reactants are [CH2:1]([NH:6][S:7]([NH:10]C(=O)OCC1C=CC=CC=1)(=[O:9])=[O:8])[CH2:2][CH2:3][CH2:4][CH3:5]. The catalyst is O1CCCC1.C(O)C.[C].[Pd]. The product is [CH2:1]([NH:6][S:7]([NH2:10])(=[O:9])=[O:8])[CH2:2][CH2:3][CH2:4][CH3:5]. The yield is 0.980.